Dataset: Forward reaction prediction with 1.9M reactions from USPTO patents (1976-2016). Task: Predict the product of the given reaction. (1) The product is: [P:9]([O:19][C:46]([C:43]1[N:42]=[CH:41][C:40]([C:38]2[C:37]([F:50])=[C:36]([C@H:51]3[CH2:55][CH2:54][CH2:53][O:52]3)[C:34]3[NH:35][C:31]([NH:30][C:28]([NH:27][CH2:56][CH3:57])=[O:29])=[N:32][C:33]=3[CH:39]=2)=[CH:45][N:44]=1)([CH3:47])[CH3:48])([O:11][CH2:12][C:13]1[CH:14]=[CH:15][CH:16]=[CH:17][CH:18]=1)([O:8][CH2:1][C:2]1[CH:7]=[CH:6][CH:5]=[CH:4][CH:3]=1)=[O:10]. Given the reactants [CH2:1]([O:8][P:9]([OH:19])([O:11][CH2:12][C:13]1[CH:18]=[CH:17][CH:16]=[CH:15][CH:14]=1)=[O:10])[C:2]1[CH:7]=[CH:6][CH:5]=[CH:4][CH:3]=1.C([N:27]([CH2:56][CH3:57])[C:28]([NH:30][C:31]1[NH:35][C:34]2[C:36]([C@H:51]3[CH2:55][CH2:54][CH2:53][O:52]3)=[C:37]([F:50])[C:38]([C:40]3[CH:41]=[N:42][C:43]([C:46](O)([CH3:48])[CH3:47])=[N:44][CH:45]=3)=[CH:39][C:33]=2[N:32]=1)=[O:29])(OC(C)(C)C)=O.O.C(O)(C(F)(F)F)=O.CO, predict the reaction product. (2) Given the reactants [NH2:1][C:2]1[CH:3]=[C:4]([CH3:17])[CH:5]=[C:6]2[C:10]=1[NH:9][C:8]([C:11]1[CH:16]=[CH:15][CH:14]=[CH:13][N:12]=1)=[CH:7]2.[S:18]1[CH:22]=[CH:21][CH:20]=[C:19]1[S:23](Cl)(=[O:25])=[O:24], predict the reaction product. The product is: [CH3:17][C:4]1[CH:5]=[C:6]2[C:10](=[C:2]([NH:1][S:23]([C:19]3[S:18][CH:22]=[CH:21][CH:20]=3)(=[O:25])=[O:24])[CH:3]=1)[NH:9][C:8]([C:11]1[CH:16]=[CH:15][CH:14]=[CH:13][N:12]=1)=[CH:7]2. (3) Given the reactants [CH3:1][C@H:2]([CH2:8][CH3:9])[CH2:3][CH2:4][C:5](=O)[CH3:6].[CH3:10][C:11]([S@@:14]([NH2:16])=[O:15])([CH3:13])[CH3:12], predict the reaction product. The product is: [CH3:6]/[C:5](=[N:16]\[S@:14]([C:11]([CH3:13])([CH3:12])[CH3:10])=[O:15])/[CH2:4][CH2:3][C@H:2]([CH3:1])[CH2:8][CH3:9]. (4) The product is: [CH3:27][O:26][C:23]1[CH:24]=[CH:25][C:20]([NH:17][C:18]([N:8]2[CH2:7][C:6]3[CH:9]=[CH:10][C:11]([C:13]([O:15][CH3:16])=[O:14])=[CH:12][C:5]=3[O:4][CH2:3][C@@H:2]2[CH3:1])=[O:19])=[CH:21][CH:22]=1. Given the reactants [CH3:1][C@@H:2]1[NH:8][CH2:7][C:6]2[CH:9]=[CH:10][C:11]([C:13]([O:15][CH3:16])=[O:14])=[CH:12][C:5]=2[O:4][CH2:3]1.[N:17]([C:20]1[CH:25]=[CH:24][C:23]([O:26][CH3:27])=[CH:22][CH:21]=1)=[C:18]=[O:19].CCN(CC)CC, predict the reaction product. (5) Given the reactants [NH2:1][C:2]1[CH:7]=[CH:6][C:5]([CH:8]2[CH2:13][CH2:12][N:11]([C:14]([O:16][C:17]([CH3:20])([CH3:19])[CH3:18])=[O:15])[CH2:10][CH2:9]2)=[CH:4][CH:3]=1.[Br:21][C:22]1[N:23]=[C:24](Br)[C:25]2[N:26]([CH:28]=[CH:29][N:30]=2)[CH:27]=1.C(N(CC)C(C)C)(C)C, predict the reaction product. The product is: [Br:21][C:22]1[N:23]=[C:24]([NH:1][C:2]2[CH:7]=[CH:6][C:5]([CH:8]3[CH2:9][CH2:10][N:11]([C:14]([O:16][C:17]([CH3:20])([CH3:19])[CH3:18])=[O:15])[CH2:12][CH2:13]3)=[CH:4][CH:3]=2)[C:25]2[N:26]([CH:28]=[CH:29][N:30]=2)[CH:27]=1.